From a dataset of Catalyst prediction with 721,799 reactions and 888 catalyst types from USPTO. Predict which catalyst facilitates the given reaction. (1) Reactant: [OH-].[K+].[NH2:3][C:4]1[C:9]([N+:10]([O-:12])=[O:11])=[CH:8][CH:7]=[CH:6][C:5]=1[OH:13].I[CH3:15]. Product: [CH3:15][O:13][C:5]1[CH:6]=[CH:7][CH:8]=[C:9]([N+:10]([O-:12])=[O:11])[C:4]=1[NH2:3]. The catalyst class is: 3. (2) Reactant: C[O:2][CH:3](OC)[C:4]1[CH:13]=[CH:12][C:11]2[CH2:10][CH2:9][CH2:8][NH:7][C:6]=2[N:5]=1. Product: [N:5]1[C:6]2[NH:7][CH2:8][CH2:9][CH2:10][C:11]=2[CH:12]=[CH:13][C:4]=1[CH:3]=[O:2]. The catalyst class is: 55. (3) Reactant: C([N:8]1[CH2:12][CH:11]2[CH2:13][N:14]([C:16]3[C:17]([CH3:40])=[C:18]([CH3:39])[C:19]4[N:20]([C:22]([C:32]5[CH:37]=[CH:36][N:35]=[C:34]([NH2:38])[CH:33]=5)=[C:23]([C:25]5[CH:30]=[CH:29][C:28]([F:31])=[CH:27][CH:26]=5)[N:24]=4)[N:21]=3)[CH2:15][CH:10]2[CH2:9]1)C1C=CC=CC=1.C([O-])=O.[NH4+]. Product: [F:31][C:28]1[CH:29]=[CH:30][C:25]([C:23]2[N:24]=[C:19]3[C:18]([CH3:39])=[C:17]([CH3:40])[C:16]([N:14]4[CH2:13][CH:11]5[CH:10]([CH2:9][NH:8][CH2:12]5)[CH2:15]4)=[N:21][N:20]3[C:22]=2[C:32]2[CH:37]=[CH:36][N:35]=[C:34]([NH2:38])[CH:33]=2)=[CH:26][CH:27]=1. The catalyst class is: 19. (4) Reactant: [OH-:1].[Na+:2].[CH3:3][CH2:4][CH2:5][CH2:6][CH2:7][CH2:8][CH2:9][CH:10]1[O:15][C:13](=[O:14])[CH2:12][CH2:11]1. Product: [Na+:2].[OH:15][CH:10]([CH2:9][CH2:8][CH2:7][CH2:6][CH2:5][CH2:4][CH3:3])[CH2:11][CH2:12][C:13]([O-:14])=[O:1]. The catalyst class is: 5. (5) Reactant: [Cl:1][C:2]1[CH:8]=[C:7]([Cl:9])[CH:6]=[CH:5][C:3]=1[NH2:4].[Cl:10][C:11]1[CH:18]=[CH:17][C:14]([CH:15]=O)=[CH:13][CH:12]=1. Product: [Cl:10][C:11]1[CH:18]=[CH:17][C:14]([CH:15]=[N:4][C:3]2[CH:5]=[CH:6][C:7]([Cl:9])=[CH:8][C:2]=2[Cl:1])=[CH:13][CH:12]=1. The catalyst class is: 11. (6) Product: [CH2:11]([O:10][C:7]1[CH:6]=[CH:5][C:4]([CH2:3][OH:2])=[CH:9][CH:8]=1)[CH2:12][C:13]1[CH:14]=[CH:15][CH:16]=[CH:17][CH:18]=1. Reactant: C[O:2][C:3](=O)[C:4]1[CH:9]=[CH:8][C:7]([O:10][CH2:11][CH2:12][C:13]2[CH:18]=[CH:17][CH:16]=[CH:15][CH:14]=2)=[CH:6][CH:5]=1.[H-].[H-].[H-].[H-].[Li+].[Al+3]. The catalyst class is: 27. (7) Reactant: [C:1]([C:5]1[CH:10]=[CH:9][C:8]([C:11]2[CH:12]=[CH:13][CH:14]=[C:15]3[C:19]=2[C:18](=O)[CH:17]([CH2:21][C:22]24[CH2:31][CH:26]5[CH2:27][CH:28]([CH2:30][CH:24]([CH2:25]5)[CH2:23]2)[CH2:29]4)[CH2:16]3)=[CH:7][CH:6]=1)([CH3:4])([CH3:3])[CH3:2].[BH4-].[Na+].CO.S(=O)(=O)(O)O. Product: [C:1]([C:5]1[CH:10]=[CH:9][C:8]([C:11]2[CH:12]=[CH:13][CH:14]=[C:15]3[C:19]=2[CH:18]=[C:17]([CH2:21][C:22]24[CH2:23][CH:24]5[CH2:30][CH:28]([CH2:27][CH:26]([CH2:25]5)[CH2:31]2)[CH2:29]4)[CH2:16]3)=[CH:7][CH:6]=1)([CH3:4])([CH3:2])[CH3:3]. The catalyst class is: 93.